Task: Predict the reactants needed to synthesize the given product.. Dataset: Full USPTO retrosynthesis dataset with 1.9M reactions from patents (1976-2016) (1) Given the product [F:27][C:24]1[CH:25]=[CH:26][C:21]([N:7]2[CH:2]([CH3:1])[CH2:3][C:4]3[N:11]=[C:10]([CH2:12][O:13][C:14]4[CH:19]=[CH:18][CH:17]=[CH:16][CH:15]=4)[O:9][C:5]=3[C:6]2=[O:8])=[CH:22][CH:23]=1, predict the reactants needed to synthesize it. The reactants are: [CH3:1][CH:2]1[NH:7][C:6](=[O:8])[C:5]2[O:9][C:10]([CH2:12][O:13][C:14]3[CH:19]=[CH:18][CH:17]=[CH:16][CH:15]=3)=[N:11][C:4]=2[CH2:3]1.I[C:21]1[CH:26]=[CH:25][C:24]([F:27])=[CH:23][CH:22]=1.CN(C)CCN.[O-]P([O-])([O-])=O.[K+].[K+].[K+]. (2) Given the product [Br:1][C:2]1[CH:3]=[C:4]([N:12]=[S:10]([CH3:13])([CH3:9])=[O:11])[CH:5]=[CH:6][CH:7]=1, predict the reactants needed to synthesize it. The reactants are: [Br:1][C:2]1[CH:7]=[CH:6][CH:5]=[C:4](I)[CH:3]=1.[CH3:9][S:10]([CH3:13])(=[NH:12])=[O:11].C([O-])([O-])=O.[Cs+].[Cs+]. (3) Given the product [Cl:3][C:4]1[CH:9]=[CH:8][CH:7]=[CH:6][C:5]=1[S:10]([N:13]1[CH2:35][CH2:34][C:16]2([C:20](=[O:21])[N:19]([C:22]3[CH:23]=[CH:24][C:25]([C:26]([N:28]([CH:29]([CH3:31])[CH3:30])[CH3:36])=[O:27])=[CH:32][CH:33]=3)[CH2:18][CH2:17]2)[CH2:15][CH2:14]1)(=[O:12])=[O:11], predict the reactants needed to synthesize it. The reactants are: [H-].[Na+].[Cl:3][C:4]1[CH:9]=[CH:8][CH:7]=[CH:6][C:5]=1[S:10]([N:13]1[CH2:35][CH2:34][C:16]2([C:20](=[O:21])[N:19]([C:22]3[CH:33]=[CH:32][C:25]([C:26]([NH:28][CH:29]([CH3:31])[CH3:30])=[O:27])=[CH:24][CH:23]=3)[CH2:18][CH2:17]2)[CH2:15][CH2:14]1)(=[O:12])=[O:11].[CH3:36]I. (4) Given the product [Br:9][C:10]1[CH:16]=[CH:15][CH:14]=[CH:13][C:11]=1[NH:12][CH:2]([CH2:8][CH3:7])[CH2:3][CH3:4], predict the reactants needed to synthesize it. The reactants are: Br[C:2]1[CH:8]=[CH:7]C(N)=[CH:4][CH:3]=1.[Br:9][C:10]1[CH:16]=[CH:15][CH:14]=[CH:13][C:11]=1[NH2:12].C1(=O)CCCCC1. (5) Given the product [O:9]=[S:8]1(=[O:10])[C:3]2[C:2](=[CH:7][CH:6]=[CH:5][N:4]=2)[NH:1][C:17]([CH2:16][C:15]([OH:20])=[O:14])=[N:11]1.[CH2:12]([O:14][C:15](=[O:20])[CH2:16][C:17]1[NH:1][C:2]2[C:3](=[N:4][CH:5]=[CH:6][CH:7]=2)[S:8](=[O:10])(=[O:9])[N:11]=1)[CH3:13], predict the reactants needed to synthesize it. The reactants are: [NH2:1][C:2]1[C:3]([S:8]([NH2:11])(=[O:10])=[O:9])=[N:4][CH:5]=[CH:6][CH:7]=1.[CH2:12]([O:14][C:15](=[O:20])[CH2:16][C:17](Cl)=O)[CH3:13]. (6) The reactants are: [CH3:1][O:2][CH2:3][O:4][C:5]1[CH:10]=[C:9]([O:11][CH2:12][O:13][CH3:14])[CH:8]=[C:7]([O:15][C:16]2[CH:21]=[CH:20][C:19]([N+:22]([O-:24])=[O:23])=[CH:18][CH:17]=2)[C:6]=1[C:25](=[O:34])[CH2:26][C:27](=O)[C:28]([O:30][CH2:31][CH3:32])=[O:29].CC(O[Na])=O.[NH2:40]O.Cl.Cl. Given the product [CH3:1][O:2][CH2:3][O:4][C:5]1[CH:10]=[C:9]([O:11][CH2:12][O:13][CH3:14])[CH:8]=[C:7]([O:15][C:16]2[CH:21]=[CH:20][C:19]([N+:22]([O-:24])=[O:23])=[CH:18][CH:17]=2)[C:6]=1[C:25]1[O:34][N:40]=[C:27]([C:28]([O:30][CH2:31][CH3:32])=[O:29])[CH:26]=1, predict the reactants needed to synthesize it. (7) The reactants are: I[C:2]1[N:25]([S:26]([C:29]2[CH:34]=[CH:33][CH:32]=[CH:31][CH:30]=2)(=[O:28])=[O:27])[C:5]2=[N:6][CH:7]=[CH:8][C:9]([C:10]3[CH:11]=[CH:12][C:13]([O:18][CH:19]4[CH2:24][CH2:23][O:22][CH2:21][CH2:20]4)=[C:14]([CH:17]=3)[C:15]#[N:16])=[C:4]2[CH:3]=1.[O:35]1[CH2:38][CH:37]([N:39]2[CH:43]=[C:42](B3OC(C)(C)C(C)(C)O3)[CH:41]=[N:40]2)[CH2:36]1.C(=O)([O-])[O-].[Cs+].[Cs+]. Given the product [O:35]1[CH2:38][CH:37]([N:39]2[CH:43]=[C:42]([C:2]3[N:25]([S:26]([C:29]4[CH:34]=[CH:33][CH:32]=[CH:31][CH:30]=4)(=[O:27])=[O:28])[C:5]4=[N:6][CH:7]=[CH:8][C:9]([C:10]5[CH:11]=[CH:12][C:13]([O:18][CH:19]6[CH2:20][CH2:21][O:22][CH2:23][CH2:24]6)=[C:14]([CH:17]=5)[C:15]#[N:16])=[C:4]4[CH:3]=3)[CH:41]=[N:40]2)[CH2:36]1, predict the reactants needed to synthesize it. (8) Given the product [CH2:30]([Si:16]([CH2:28][CH3:29])([CH2:17][O:18][C:19]1[C:24]([CH3:25])=[CH:23][C:22]([F:26])=[CH:21][C:20]=1[I:27])[CH2:15][O:10][C:7]1[CH:8]=[CH:9][C:4]([F:3])=[CH:5][C:6]=1[I:11])[CH3:31], predict the reactants needed to synthesize it. The reactants are: [H-].[Na+].[F:3][C:4]1[CH:9]=[CH:8][C:7]([OH:10])=[C:6]([I:11])[CH:5]=1.[H][H].Cl[CH2:15][Si:16]([CH2:30][CH3:31])([CH2:28][CH3:29])[CH2:17][O:18][C:19]1[C:24]([CH3:25])=[CH:23][C:22]([F:26])=[CH:21][C:20]=1[I:27]. (9) Given the product [NH2:1][C:2]1[C:11]([C:12]([OH:14])=[O:13])=[CH:10][C:9]2[C:4](=[CH:5][CH:6]=[CH:7][CH:8]=2)[N:3]=1, predict the reactants needed to synthesize it. The reactants are: [NH2:1][C:2]1[C:11]([C:12]([O:14]CC)=[O:13])=[CH:10][C:9]2[C:4](=[CH:5][CH:6]=[CH:7][CH:8]=2)[N:3]=1.Cl. (10) Given the product [CH:13]([C@@H:9]([NH:8][C:6](=[O:7])[O:5][C:2]([CH3:1])([CH3:4])[CH3:3])[CH:10]([CH3:12])[CH3:11])=[O:14], predict the reactants needed to synthesize it. The reactants are: [CH3:1][C:2]([O:5][C:6]([NH:8][C@H:9]([C:13](N(C)OC)=[O:14])[CH:10]([CH3:12])[CH3:11])=[O:7])([CH3:4])[CH3:3].[H-].[H-].[H-].[H-].[Li+].[Al+3].O.